Dataset: Forward reaction prediction with 1.9M reactions from USPTO patents (1976-2016). Task: Predict the product of the given reaction. The product is: [CH2:1]([O:3][C:4]1[CH:5]=[C:6]([CH:7]=[O:8])[CH:9]=[C:10]([O:13][CH2:14][CH3:15])[C:11]=1[C:21]1[CH:22]=[CH:23][C:18]([C:17]([F:28])([F:27])[F:16])=[CH:19][CH:20]=1)[CH3:2]. Given the reactants [CH2:1]([O:3][C:4]1[CH:5]=[C:6]([CH:9]=[C:10]([O:13][CH2:14][CH3:15])[C:11]=1I)[CH:7]=[O:8])[CH3:2].[F:16][C:17]([F:28])([F:27])[C:18]1[CH:23]=[CH:22][C:21](B(O)O)=[CH:20][CH:19]=1, predict the reaction product.